From a dataset of Forward reaction prediction with 1.9M reactions from USPTO patents (1976-2016). Predict the product of the given reaction. Given the reactants Cl.[CH:2]([C:5]1[CH:10]=[CH:9][C:8]([CH:11]2[C:15]3([CH2:20][CH2:19][NH:18][CH2:17][CH2:16]3)[O:14][C:13]3[C:21]([CH3:27])=[C:22]([CH3:26])[CH:23]=[C:24]([CH3:25])[C:12]2=3)=[CH:7][CH:6]=1)([CH3:4])[CH3:3].C=O.[C:30]([BH3-])#N.[Na+], predict the reaction product. The product is: [CH:2]([C:5]1[CH:10]=[CH:9][C:8]([CH:11]2[C:15]3([CH2:16][CH2:17][N:18]([CH3:30])[CH2:19][CH2:20]3)[O:14][C:13]3[C:21]([CH3:27])=[C:22]([CH3:26])[CH:23]=[C:24]([CH3:25])[C:12]2=3)=[CH:7][CH:6]=1)([CH3:4])[CH3:3].